This data is from CYP2D6 inhibition data for predicting drug metabolism from PubChem BioAssay. The task is: Regression/Classification. Given a drug SMILES string, predict its absorption, distribution, metabolism, or excretion properties. Task type varies by dataset: regression for continuous measurements (e.g., permeability, clearance, half-life) or binary classification for categorical outcomes (e.g., BBB penetration, CYP inhibition). Dataset: cyp2d6_veith. (1) The compound is COc1ccccc1C(=O)NN1C(=O)C2C3C=CC(O3)C2C1=O. The result is 0 (non-inhibitor). (2) The compound is CN1CCc2cc(Br)c(O)cc2[C@H](c2ccccc2)C1. The result is 1 (inhibitor). (3) The drug is O=[N+]([O-])c1cccnc1N1CCOCC1. The result is 0 (non-inhibitor). (4) The drug is CCNC(=S)NNC(=O)c1csc2ccccc12. The result is 0 (non-inhibitor). (5) The molecule is CCN(CC)S(=O)(=O)c1ccc(OC)c(NC(=O)CSc2ccccc2)c1. The result is 0 (non-inhibitor). (6) The molecule is COc1ccccc1NC(=S)NNC(=O)c1c(Cl)c(C)nn1C. The result is 0 (non-inhibitor). (7) The drug is CCOc1ccc(N=C2NC(=O)S/C2=C\c2ccc(O)cc2)cc1. The result is 0 (non-inhibitor). (8) The molecule is COc1ccc(NC(=O)N2CCCC3(CCN(C(=O)c4cnccn4)CC3)C2)cc1. The result is 0 (non-inhibitor). (9) The molecule is CCOP(=O)(OCC)C(NC(C)=O)C(Cl)(Cl)Cl. The result is 0 (non-inhibitor). (10) The drug is CC(=O)NC1(c2cccc(F)c2)CCN(CC(=O)NC2CCCCC2)CC1. The result is 0 (non-inhibitor).